This data is from Full USPTO retrosynthesis dataset with 1.9M reactions from patents (1976-2016). The task is: Predict the reactants needed to synthesize the given product. (1) Given the product [C:24]([O:23][C:21]([NH:20][CH2:19][CH2:18][N:15]1[CH2:14][CH2:13][CH:12]([NH:11][CH2:10][C:9]([OH:38])=[O:8])[CH2:17][CH2:16]1)=[O:22])([CH3:27])([CH3:25])[CH3:26], predict the reactants needed to synthesize it. The reactants are: C([O:8][C:9](=[O:38])[CH2:10][N:11](C(OCC1C=CC=CC=1)=O)[CH:12]1[CH2:17][CH2:16][N:15]([CH2:18][CH2:19][NH:20][C:21]([O:23][C:24]([CH3:27])([CH3:26])[CH3:25])=[O:22])[CH2:14][CH2:13]1)C1C=CC=CC=1. (2) Given the product [O:16]=[C:9]1[C:8]([C:17]#[N:18])=[C:7]([N:27]2[CH2:28][CH2:29][N:24]([C:20]([C:2]3[O:1][CH:5]=[CH:4][CH:3]=3)=[O:19])[CH2:25][CH2:26]2)[C:15]2[C:11](=[CH:12][S:13][CH:14]=2)[NH:10]1, predict the reactants needed to synthesize it. The reactants are: [O:1]1[CH:5]=[CH:4][CH:3]=[CH:2]1.Cl[C:7]1[C:15]2[C:11](=[CH:12][S:13][CH:14]=2)[NH:10][C:9](=[O:16])[C:8]=1[C:17]#[N:18].[O:19]1C=CC=[C:20]1[N:24]1[CH2:29][CH2:28][NH:27][CH2:26][CH2:25]1.